Dataset: Forward reaction prediction with 1.9M reactions from USPTO patents (1976-2016). Task: Predict the product of the given reaction. Given the reactants [CH3:1][C:2]1[CH:3]=[C:4]([OH:9])[CH:5]=[C:6]([CH3:8])[CH:7]=1.Cl[CH2:11][CH:12]([OH:15])[CH2:13][OH:14], predict the reaction product. The product is: [CH3:1][C:2]1[CH:3]=[C:4]([CH:5]=[C:6]([CH3:8])[CH:7]=1)[O:9][CH2:11][CH:12]([OH:15])[CH2:13][OH:14].